This data is from Full USPTO retrosynthesis dataset with 1.9M reactions from patents (1976-2016). The task is: Predict the reactants needed to synthesize the given product. (1) Given the product [F:19][C:16]1[CH:17]=[CH:18][C:13]([C@H:24]2[CH2:23][O:22][CH2:21][C@@H:20]2[OH:25])=[CH:14][CH:15]=1, predict the reactants needed to synthesize it. The reactants are: [Li]CCCC.CCCCCC.Br[C:13]1[CH:18]=[CH:17][C:16]([F:19])=[CH:15][CH:14]=1.[CH:20]12[O:25][CH:24]1[CH2:23][O:22][CH2:21]2.B(F)(F)F.[OH-].[Na+]. (2) The reactants are: [C:1]1([NH:7][C:8]([N:10]2[CH2:15][CH2:14][NH:13][CH2:12][CH2:11]2)=[O:9])[CH:6]=[CH:5][CH:4]=[CH:3][CH:2]=1.[O:16]1[C:20]2[CH:21]=[CH:22][C:23]([CH:25]=O)=[CH:24][C:19]=2[O:18][CH2:17]1. Given the product [C:1]1([NH:7][C:8]([N:10]2[CH2:15][CH2:14][N:13]([CH2:25][C:23]3[CH:22]=[CH:21][C:20]4[O:16][CH2:17][O:18][C:19]=4[CH:24]=3)[CH2:12][CH2:11]2)=[O:9])[CH:6]=[CH:5][CH:4]=[CH:3][CH:2]=1, predict the reactants needed to synthesize it. (3) Given the product [C:1]([O:5][C:6]([N:8]1[CH2:13][CH2:12][N:11]([CH2:21][CH:22]2[CH2:24][CH2:23]2)[CH2:10][CH2:9]1)=[O:7])([CH3:4])([CH3:2])[CH3:3], predict the reactants needed to synthesize it. The reactants are: [C:1]([O:5][C:6]([N:8]1[CH2:13][CH2:12][NH:11][CH2:10][CH2:9]1)=[O:7])([CH3:4])([CH3:3])[CH3:2].C(=O)([O-])[O-].[K+].[K+].Cl[CH2:21][CH:22]1[CH2:24][CH2:23]1. (4) The reactants are: [NH2:1][C:2]1[CH:3]=[C:4]([C:13]2[C:18]([C:19]([F:22])([F:21])[F:20])=[CH:17][CH:16]=[CH:15][N:14]=2)[CH:5]=[N:6][C:7]=1[C:8]([O:10]CC)=O.[C:23](OC(=O)C)(=[O:25])[CH3:24].C[Si]([N-][Si](C)(C)C)(C)C.[K+]. Given the product [F:22][C:19]([F:20])([F:21])[C:18]1[C:13]([C:4]2[CH:3]=[C:2]3[C:7]([C:8]([OH:10])=[CH:24][C:23]([OH:25])=[N:1]3)=[N:6][CH:5]=2)=[N:14][CH:15]=[CH:16][CH:17]=1, predict the reactants needed to synthesize it. (5) Given the product [Cl:1][C:2]1[CH:10]=[CH:9][C:8]([C:11]2[N:12]([C:20]([O:22][C:23]([CH3:24])([CH3:26])[CH3:25])=[O:21])[C:13]3[C:18]([C:19]=2[I:28])=[CH:17][CH:16]=[CH:15][CH:14]=3)=[C:7]2[C:3]=1[CH2:4][NH:5][C:6]2=[O:27], predict the reactants needed to synthesize it. The reactants are: [Cl:1][C:2]1[CH:10]=[CH:9][C:8]([C:11]2[N:12]([C:20]([O:22][C:23]([CH3:26])([CH3:25])[CH3:24])=[O:21])[C:13]3[C:18]([CH:19]=2)=[CH:17][CH:16]=[CH:15][CH:14]=3)=[C:7]2[C:3]=1[CH2:4][NH:5][C:6]2=[O:27].[I:28]I. (6) Given the product [NH2:12][CH2:11][C:7]1[CH:6]=[C:5]2[C:10](=[CH:9][CH:8]=1)[N:1]=[CH:2][CH:3]=[CH:4]2, predict the reactants needed to synthesize it. The reactants are: [N:1]1[C:10]2[C:5](=[CH:6][C:7]([C:11]#[N:12])=[CH:8][CH:9]=2)[CH:4]=[CH:3][CH:2]=1.N.